From a dataset of CYP2C9 inhibition data for predicting drug metabolism from PubChem BioAssay. Regression/Classification. Given a drug SMILES string, predict its absorption, distribution, metabolism, or excretion properties. Task type varies by dataset: regression for continuous measurements (e.g., permeability, clearance, half-life) or binary classification for categorical outcomes (e.g., BBB penetration, CYP inhibition). Dataset: cyp2c9_veith. The drug is COc1ncc2nc(-c3ccc(Cl)cc3)c(=O)n(-c3ccccc3)c2n1. The result is 0 (non-inhibitor).